Dataset: Reaction yield outcomes from USPTO patents with 853,638 reactions. Task: Predict the reaction yield, written as a fraction of the theoretical maximum amount of product (1.0 means a 100% yield; for example, 0.34 means a 34% yield). (1) The yield is 0.540. The reactants are [Cl:1][C:2]1[CH:7]=[CH:6][C:5]([N:8]2[C:12]([CH3:13])=[C:11]([C:14](=[O:26])[NH:15][C:16]3[CH:21]=[CH:20][C:19]([S:22]([CH3:25])(=[O:24])=[O:23])=[CH:18][CH:17]=3)[CH:10]=[C:9]2[CH2:27][C:28](O)=[O:29])=[C:4]([C:31]([F:34])([F:33])[F:32])[CH:3]=1.O.ON1C2C=CC=CC=2N=N1.[CH3:46][NH:47][CH3:48].C1COCC1. The catalyst is CN(C=O)C.C(OCC)(=O)C. The product is [Cl:1][C:2]1[CH:7]=[CH:6][C:5]([N:8]2[C:9]([CH2:27][C:28]([N:47]([CH3:48])[CH3:46])=[O:29])=[CH:10][C:11]([C:14]([NH:15][C:16]3[CH:21]=[CH:20][C:19]([S:22]([CH3:25])(=[O:24])=[O:23])=[CH:18][CH:17]=3)=[O:26])=[C:12]2[CH3:13])=[C:4]([C:31]([F:33])([F:32])[F:34])[CH:3]=1. (2) The catalyst is ClCCl. The product is [CH2:1]([C:4]1[CH:9]=[C:8]([C:10]2[S:11][CH:12]=[C:13]([C:15]3[CH:21]=[CH:20][C:18]([NH:19][S:29]([CH3:28])(=[O:31])=[O:30])=[CH:17][CH:16]=3)[N:14]=2)[CH:7]=[CH:6][N:5]=1)[CH2:2][CH3:3]. The reactants are [CH2:1]([C:4]1[CH:9]=[C:8]([C:10]2[S:11][CH:12]=[C:13]([C:15]3[CH:21]=[CH:20][C:18]([NH2:19])=[CH:17][CH:16]=3)[N:14]=2)[CH:7]=[CH:6][N:5]=1)[CH2:2][CH3:3].N1C=CC=CC=1.[CH3:28][S:29](Cl)(=[O:31])=[O:30]. The yield is 0.860.